From a dataset of Forward reaction prediction with 1.9M reactions from USPTO patents (1976-2016). Predict the product of the given reaction. (1) Given the reactants [CH3:1][C:2]1[N:6]([CH2:7][CH2:8][CH2:9][NH2:10])[CH:5]=[N:4][CH:3]=1.[N:11]([C:14]1[CH:15]=[C:16]([O:24][CH3:25])[C:17]([O:22][CH3:23])=[C:18]([O:20][CH3:21])[CH:19]=1)=[C:12]=[S:13], predict the reaction product. The product is: [CH3:25][O:24][C:16]1[CH:15]=[C:14]([NH:11][C:12]([NH:10][CH2:9][CH2:8][CH2:7][N:6]2[C:2]([CH3:1])=[CH:3][N:4]=[CH:5]2)=[S:13])[CH:19]=[C:18]([O:20][CH3:21])[C:17]=1[O:22][CH3:23]. (2) Given the reactants [O:1]([C:8]1[N:13]=[CH:12][C:11]([CH:14]=[CH:15][C:16]([OH:18])=O)=[CH:10][CH:9]=1)[C:2]1[CH:7]=[CH:6][CH:5]=[CH:4][CH:3]=1.[B-](F)(F)(F)F.CCOC(C(C#N)=NOC(N(C)C)=[N+](C)C)=O.[NH:41]1[CH2:46][CH2:45][NH:44][CH2:43][C:42]1=[O:47], predict the reaction product. The product is: [O:1]([C:8]1[N:13]=[CH:12][C:11]([CH:14]=[CH:15][C:16]([N:44]2[CH2:45][CH2:46][NH:41][C:42](=[O:47])[CH2:43]2)=[O:18])=[CH:10][CH:9]=1)[C:2]1[CH:3]=[CH:4][CH:5]=[CH:6][CH:7]=1. (3) Given the reactants [F:1][C:2]1[CH:3]=[C:4]([S:8]([C:11]2[CH:12]=[N:13][C:14]3[C:19]([CH:20]=2)=[CH:18][CH:17]=[CH:16][C:15]=3I)(=[O:10])=[O:9])[CH:5]=[CH:6][CH:7]=1.C(OC([N:29]1[CH2:37][CH:36]2[CH:31]([NH:32][CH2:33][CH2:34][CH2:35]2)[CH2:30]1)=O)(C)(C)C.[ClH:38], predict the reaction product. The product is: [Cl-:38].[F:1][C:2]1[CH:3]=[C:4]([S:8]([C:11]2[CH:12]=[N:13][C:14]3[C:19]([CH:20]=2)=[CH:18][CH:17]=[CH:16][C:15]=3[N:29]2[CH2:37][CH:36]3[CH:31]([NH2+:32][CH2:33][CH2:34][CH2:35]3)[CH2:30]2)(=[O:10])=[O:9])[CH:5]=[CH:6][CH:7]=1. (4) The product is: [C:15]([O:14][C:13](=[O:19])[NH:12][CH2:11][CH2:10][NH:9][C:2]1[CH:7]=[C:6]([Cl:8])[N:5]=[CH:4][N:3]=1)([CH3:18])([CH3:16])[CH3:17]. Given the reactants Cl[C:2]1[CH:7]=[C:6]([Cl:8])[N:5]=[CH:4][N:3]=1.[NH2:9][CH2:10][CH2:11][NH:12][C:13](=[O:19])[O:14][C:15]([CH3:18])([CH3:17])[CH3:16], predict the reaction product. (5) Given the reactants Br[C:2]1[CH:3]=[C:4]([C:9]2[CH:14]=[CH:13][C:12]([Cl:15])=[CH:11][CH:10]=2)[CH:5]=[CH:6][C:7]=1[CH3:8].[CH3:16][O:17][C:18](=[O:26])[CH2:19][O:20][C:21]([CH3:25])([CH3:24])[C:22]#[CH:23], predict the reaction product. The product is: [CH3:16][O:17][C:18](=[O:26])[CH2:19][O:20][C:21]([CH3:24])([CH3:25])[C:22]#[C:23][C:2]1[CH:3]=[C:4]([C:9]2[CH:14]=[CH:13][C:12]([Cl:15])=[CH:11][CH:10]=2)[CH:5]=[CH:6][C:7]=1[CH3:8]. (6) Given the reactants [Br:1][C:2]1[CH:7]=[CH:6][C:5]([C:8]2[O:12][N:11]=[C:10]([CH3:13])[C:9]=2[NH2:14])=[CH:4][CH:3]=1.[F:15][C:16]1[CH:17]=[C:18]([CH2:22][CH2:23][C:24](=O)[CH3:25])[CH:19]=[CH:20][CH:21]=1, predict the reaction product. The product is: [Br:1][C:2]1[CH:3]=[CH:4][C:5]([C:8]2[O:12][N:11]=[C:10]([CH3:13])[C:9]=2[NH:14][CH:24]([CH3:25])[CH2:23][CH2:22][C:18]2[CH:19]=[CH:20][CH:21]=[C:16]([F:15])[CH:17]=2)=[CH:6][CH:7]=1. (7) The product is: [CH3:1][C:2]1[C:3]([C:12]([O:21][CH2:19][CH3:20])=[O:15])=[N:4][CH:5]=[C:6]([CH3:11])[C:7]=1[N+:8]([O-:10])=[O:9]. Given the reactants [CH3:1][C:2]1[C:3]([C:12]#N)=[N:4][CH:5]=[C:6]([CH3:11])[C:7]=1[N+:8]([O-:10])=[O:9].S(=O)(=O)(O)[OH:15].[CH2:19]([OH:21])[CH3:20], predict the reaction product.